Task: Predict the reaction yield, written as a fraction of the theoretical maximum amount of product (1.0 means a 100% yield; for example, 0.34 means a 34% yield).. Dataset: Reaction yield outcomes from USPTO patents with 853,638 reactions (1) The product is [Br:1][C:2]1[CH:3]=[C:4]([CH:8]2[CH2:13][CH2:12][N:11]([C:14]([O:16][C:17]([CH3:18])([CH3:20])[CH3:19])=[O:15])[CH2:10][CH:9]2[O:21][CH2:23][C:24]2[CH:33]=[CH:32][C:31]3[C:26](=[CH:27][CH:28]=[CH:29][CH:30]=3)[CH:25]=2)[CH:5]=[CH:6][CH:7]=1. The catalyst is CN(C)C=O. The reactants are [Br:1][C:2]1[CH:3]=[C:4]([CH:8]2[CH2:13][CH2:12][N:11]([C:14]([O:16][C:17]([CH3:20])([CH3:19])[CH3:18])=[O:15])[CH2:10][CH:9]2[OH:21])[CH:5]=[CH:6][CH:7]=1.Br[CH2:23][C:24]1[CH:33]=[CH:32][C:31]2[C:26](=[CH:27][CH:28]=[CH:29][CH:30]=2)[CH:25]=1.[H-].[Na+]. The yield is 0.740. (2) The reactants are Br.[Br:2][C:3]1[C:16]2[C:17]3[C:18]4[C:5](=[CH:6][C:7]([C:38]([CH3:41])([CH3:40])[CH3:39])=[CH:8][C:9]=4[C:10]([Br:37])=[C:11]([N:23]=C(C4C=CC=CC=4)C4C=CC=CC=4)[C:12]=3[CH:13]=[C:14]([C:19]([CH3:22])([CH3:21])[CH3:20])[CH:15]=2)[C:4]=1[N:42]=C(C1C=CC=CC=1)C1C=CC=CC=1. The catalyst is C1COCC1. The product is [Br:2][C:3]1[C:16]2[C:17]3[C:18]4[C:5](=[CH:6][C:7]([C:38]([CH3:41])([CH3:40])[CH3:39])=[CH:8][C:9]=4[C:10]([Br:37])=[C:11]([NH2:23])[C:12]=3[CH:13]=[C:14]([C:19]([CH3:22])([CH3:21])[CH3:20])[CH:15]=2)[C:4]=1[NH2:42]. The yield is 0.930. (3) The reactants are CC(OC(/N=N/C(OC(C)(C)C)=O)=O)(C)C.[Cl:17][C:18]1[C:27]2[C:22](=[CH:23][C:24]([OH:30])=[C:25]([O:28][CH3:29])[CH:26]=2)[N:21]=[CH:20][N:19]=1.O[CH2:32][CH2:33][CH2:34][N:35]1[CH2:40][CH2:39][N:38]([CH3:41])[CH2:37][C:36]1=[O:42].C1(P(C2C=CC=CC=2)C2C=CC=CC=2)C=CC=CC=1. The catalyst is ClCCl. The product is [Cl:17][C:18]1[C:27]2[C:22](=[CH:23][C:24]([O:30][CH2:32][CH2:33][CH2:34][N:35]3[CH2:40][CH2:39][N:38]([CH3:41])[CH2:37][C:36]3=[O:42])=[C:25]([O:28][CH3:29])[CH:26]=2)[N:21]=[CH:20][N:19]=1. The yield is 0.500. (4) The reactants are [CH:1]1([C:4]([C:6]2[CH:11]=[CH:10][CH:9]=[C:8]([CH:12]([CH3:14])[CH3:13])[C:7]=2[OH:15])=[O:5])[CH2:3][CH2:2]1.[CH2:16]([Mg]Br)[CH3:17]. The catalyst is O1CCCC1. The product is [CH:1]1([C:4]([C:6]2[CH:11]=[CH:10][CH:9]=[C:8]([CH:12]([CH3:13])[CH3:14])[C:7]=2[OH:15])([OH:5])[CH2:16][CH3:17])[CH2:2][CH2:3]1. The yield is 0.790. (5) The reactants are [CH2:1]([O:8][C:9]([NH:11][C:12]1[CH:13]=[C:14]([S:25]([NH2:28])(=[O:27])=[O:26])[CH:15]=[CH:16][C:17]=1[C:18]([O:20][C:21]([CH3:24])([CH3:23])[CH3:22])=[O:19])=[O:10])[C:2]1[CH:7]=[CH:6][CH:5]=[CH:4][CH:3]=1.[Cl:29][C:30]1[CH:31]=[C:32]([NH:46][C:47](OC2C=CC=CC=2)=[O:48])[C:33](=[CH:44][CH:45]=1)[C:34]([O:36][CH2:37][C:38]1[CH:43]=[CH:42][CH:41]=[CH:40][CH:39]=1)=[O:35]. No catalyst specified. The product is [CH2:1]([O:8][C:9]([NH:11][C:12]1[CH:13]=[C:14]([S:25]([NH:28][C:47]([NH:46][C:32]2[CH:31]=[C:30]([Cl:29])[CH:45]=[CH:44][C:33]=2[C:34]([O:36][CH2:37][C:38]2[CH:43]=[CH:42][CH:41]=[CH:40][CH:39]=2)=[O:35])=[O:48])(=[O:27])=[O:26])[CH:15]=[CH:16][C:17]=1[C:18]([O:20][C:21]([CH3:24])([CH3:23])[CH3:22])=[O:19])=[O:10])[C:2]1[CH:7]=[CH:6][CH:5]=[CH:4][CH:3]=1. The yield is 0.770.